This data is from Reaction yield outcomes from USPTO patents with 853,638 reactions. The task is: Predict the reaction yield, written as a fraction of the theoretical maximum amount of product (1.0 means a 100% yield; for example, 0.34 means a 34% yield). (1) The reactants are [NH2:1][C:2]1[NH:7][C:6](=[O:8])[CH:5]=[C:4]([CH2:9][N:10]2[C:18]3[C:13](=[CH:14][C:15]([C:19]([NH:21][CH2:22][C@H:23]([NH:28][S:29]([C:32]4[C:41]5[C:36](=[CH:37][CH:38]=[CH:39][CH:40]=5)[CH:35]=[CH:34][CH:33]=4)(=[O:31])=[O:30])[C:24]([O:26]C)=[O:25])=[O:20])=[CH:16][CH:17]=3)[CH:12]=[N:11]2)[N:3]=1.C(N(CC)CC)C.O.ON1C2C=CC=CC=2N=N1.C1(N=C=NC2CCCCC2)CCCCC1. The catalyst is CN(C)C=O. The product is [NH2:1][C:2]1[NH:7][C:6](=[O:8])[CH:5]=[C:4]([CH2:9][N:10]2[C:18]3[C:13](=[CH:14][C:15]([C:19]([NH:21][CH2:22][C@H:23]([NH:28][S:29]([C:32]4[C:41]5[C:36](=[CH:37][CH:38]=[CH:39][CH:40]=5)[CH:35]=[CH:34][CH:33]=4)(=[O:30])=[O:31])[C:24]([OH:26])=[O:25])=[O:20])=[CH:16][CH:17]=3)[CH:12]=[N:11]2)[N:3]=1. The yield is 0.890. (2) The reactants are [Br:1][C:2]1[CH:3]=[C:4]2[C:9](=[CH:10][CH:11]=1)[N:8]=[CH:7][C:6]([OH:12])=[CH:5]2.O[CH:14]1[CH2:18][CH2:17][N:16]([C:19]([O:21][C:22]([CH3:25])([CH3:24])[CH3:23])=[O:20])[CH2:15]1.PPP.CCOC(/N=N/C(OCC)=O)=O. The catalyst is C1COCC1.CCOCC. The product is [Br:1][C:2]1[CH:3]=[C:4]2[C:9](=[CH:10][CH:11]=1)[N:8]=[CH:7][C:6]([O:12][CH:18]1[CH2:14][CH2:15][N:16]([C:19]([O:21][C:22]([CH3:25])([CH3:24])[CH3:23])=[O:20])[CH2:17]1)=[CH:5]2. The yield is 0.670. (3) The product is [CH:1]1([CH2:4][N:5]([S:18]([C:21]2[S:22][CH:23]=[CH:24][CH:25]=2)(=[O:20])=[O:19])[C:6]2[CH:7]=[CH:8][CH:9]=[C:10]3[C:14]=2[NH:13][C:12]([C:15](=[S:35])[NH2:17])=[CH:11]3)[CH2:3][CH2:2]1. The reactants are [CH:1]1([CH2:4][N:5]([S:18]([C:21]2[S:22][CH:23]=[CH:24][CH:25]=2)(=[O:20])=[O:19])[C:6]2[CH:7]=[CH:8][CH:9]=[C:10]3[C:14]=2[NH:13][C:12]([C:15]([NH2:17])=O)=[CH:11]3)[CH2:3][CH2:2]1.COC1C=CC(P2(SP(C3C=CC(OC)=CC=3)(=S)S2)=[S:35])=CC=1. The yield is 0.880. The catalyst is O1CCCC1. (4) The reactants are [CH3:1][C:2]1[CH:9]=[CH:8][CH:7]=[CH:6][C:3]=1[CH:4]=O.[CH3:10][C:11]([CH3:13])=[O:12].[OH-].[Na+].O. The catalyst is C(O)C. The product is [CH3:1][C:2]1[CH:9]=[CH:8][CH:7]=[CH:6][C:3]=1[CH:4]=[CH:10][C:11](=[O:12])[CH:13]=[CH:1][C:2]1[CH:9]=[CH:8][CH:7]=[CH:6][C:3]=1[CH3:4]. The yield is 0.430. (5) The reactants are [CH3:1][O:2][C:3](=[O:20])[CH2:4][NH:5][C:6]([C:8]1[CH:13]=[CH:12][C:11]([C:14]2[CH:19]=[CH:18][CH:17]=[CH:16][CH:15]=2)=[CH:10][CH:9]=1)=[O:7].C([N-]C(C)C)(C)C.[Li+].[F:29][C:30]([F:41])([F:40])[C:31]1[CH:32]=[C:33]([CH:37]=[CH:38][CH:39]=1)[C:34](Cl)=[O:35].[Cl-].[NH4+]. The catalyst is C1COCC1.CN(P(N(C)C)(N(C)C)=O)C.C(OCC)(=O)C. The product is [CH3:1][O:2][C:3](=[O:20])[CH:4]([NH:5][C:6]([C:8]1[CH:13]=[CH:12][C:11]([C:14]2[CH:19]=[CH:18][CH:17]=[CH:16][CH:15]=2)=[CH:10][CH:9]=1)=[O:7])[C:34](=[O:35])[C:33]1[CH:37]=[CH:38][CH:39]=[C:31]([C:30]([F:29])([F:40])[F:41])[CH:32]=1. The yield is 0.390. (6) The reactants are [Br:1][C:2]1[CH:3]=[N:4][C:5](I)=[N:6][CH:7]=1.[Cl:9][C:10]1[CH:15]=[CH:14][CH:13]=[CH:12][C:11]=1B(O)O. No catalyst specified. The product is [Br:1][C:2]1[CH:3]=[N:4][C:5]([C:11]2[CH:12]=[CH:13][CH:14]=[CH:15][C:10]=2[Cl:9])=[N:6][CH:7]=1. The yield is 0.690. (7) The reactants are [NH2:1][C:2]1[C:11]2[N:10]=[C:9]([C:12]3[CH:17]=[CH:16][C:15]([C:18]45[CH2:26][CH2:25][C:22]([CH2:27][C:28]([O:30]C)=[O:29])([CH2:23][CH2:24]4)[CH2:21][CH2:20][CH2:19]5)=[CH:14][CH:13]=3)[C:8]([CH3:33])([CH3:32])[O:7][C:6]=2[N:5]=[CH:4][N:3]=1.[OH-].[Na+]. The product is [NH2:1][C:2]1[C:11]2[N:10]=[C:9]([C:12]3[CH:13]=[CH:14][C:15]([C:18]45[CH2:26][CH2:25][C:22]([CH2:27][C:28]([OH:30])=[O:29])([CH2:23][CH2:24]4)[CH2:21][CH2:20][CH2:19]5)=[CH:16][CH:17]=3)[C:8]([CH3:33])([CH3:32])[O:7][C:6]=2[N:5]=[CH:4][N:3]=1. The catalyst is CO. The yield is 0.590.